Predict which catalyst facilitates the given reaction. From a dataset of Catalyst prediction with 721,799 reactions and 888 catalyst types from USPTO. (1) Reactant: Cl[C:2]1[N:3]=[C:4]([O:11][C:12]2[CH:17]=[CH:16][CH:15]=[C:14]([N+:18]([O-:20])=[O:19])[CH:13]=2)[C:5]2[S:10][CH:9]=[CH:8][C:6]=2[N:7]=1.[CH3:21][N:22]1[CH2:27][CH2:26][N:25]([C:28]2[CH:29]=[CH:30][C:31]([NH2:34])=[N:32][CH:33]=2)[CH2:24][CH2:23]1.C(=O)([O-])[O-].[Cs+].[Cs+]. Product: [CH3:21][N:22]1[CH2:27][CH2:26][N:25]([C:28]2[CH:29]=[CH:30][C:31]([NH:34][C:2]3[N:3]=[C:4]([O:11][C:12]4[CH:17]=[CH:16][CH:15]=[C:14]([N+:18]([O-:20])=[O:19])[CH:13]=4)[C:5]4[S:10][CH:9]=[CH:8][C:6]=4[N:7]=3)=[N:32][CH:33]=2)[CH2:24][CH2:23]1. The catalyst class is: 62. (2) Reactant: [F:1][C:2]1[CH:3]=[C:4]([CH:19]=[C:20]([C:22]2([O:28][CH3:29])[CH2:27][CH2:26][O:25][CH2:24][CH2:23]2)[CH:21]=1)[O:5][CH2:6][C:7]1[CH:8]=[C:9]2[C:14](=[CH:15][CH:16]=1)[N:13]=[C:12]([NH:17][NH2:18])[CH:11]=[CH:10]2.[CH3:30][C:31]([CH3:33])=O. Product: [F:1][C:2]1[CH:3]=[C:4]([CH:19]=[C:20]([C:22]2([O:28][CH3:29])[CH2:27][CH2:26][O:25][CH2:24][CH2:23]2)[CH:21]=1)[O:5][CH2:6][C:7]1[CH:8]=[C:9]2[C:14](=[CH:15][CH:16]=1)[N:13]1[C:31]([CH3:33])([CH3:30])[NH:18][N:17]=[C:12]1[CH:11]=[CH:10]2. The catalyst class is: 14. (3) Reactant: Cl[C:2]1[CH:3]=[CH:4][C:5]([N+:13]([O-:15])=[O:14])=[C:6]([CH:12]=1)[C:7]([N:9]([CH3:11])[CH3:10])=[O:8].[CH2:16]([O:18][C:19]([CH:21]1[CH2:26][CH2:25][NH:24][CH2:23][CH2:22]1)=[O:20])[CH3:17].C(=O)([O-])[O-].[K+].[K+].O. Product: [CH2:16]([O:18][C:19]([CH:21]1[CH2:26][CH2:25][N:24]([C:2]2[CH:3]=[CH:4][C:5]([N+:13]([O-:15])=[O:14])=[C:6]([C:7](=[O:8])[N:9]([CH3:11])[CH3:10])[CH:12]=2)[CH2:23][CH2:22]1)=[O:20])[CH3:17]. The catalyst class is: 3. (4) Reactant: Cl[C:2]1[CH:7]=[N:6][CH:5]=[C:4]([O:8][C:9]2[CH:14]=[CH:13][CH:12]=[CH:11][C:10]=2[C:15]2[CH:20]=[CH:19][CH:18]=[CH:17][CH:16]=2)[N:3]=1.[CH3:21][O:22][C:23]1[CH:24]=[C:25]([CH:27]=[C:28]([O:32][CH3:33])[C:29]=1[O:30][CH3:31])[NH2:26]. Product: [CH3:33][O:32][C:28]1[CH:27]=[C:25]([NH:26][C:2]2[CH:7]=[N:6][CH:5]=[C:4]([O:8][C:9]3[CH:14]=[CH:13][CH:12]=[CH:11][C:10]=3[C:15]3[CH:20]=[CH:19][CH:18]=[CH:17][CH:16]=3)[N:3]=2)[CH:24]=[C:23]([O:22][CH3:21])[C:29]=1[O:30][CH3:31]. The catalyst class is: 25. (5) Reactant: C(OC([N:8]1[C:16]2[C:11](=[C:12]([CH3:34])[C:13]([O:17][CH2:18][C:19]3[CH:24]=[CH:23][C:22]([CH:25]4[CH2:30][CH2:29][CH2:28][CH2:27][CH2:26]4)=[C:21]([N:31]([CH3:33])[CH3:32])[CH:20]=3)=[CH:14][CH:15]=2)[CH2:10][CH2:9]1)=O)(C)(C)C.[ClH:35].O1CCOCC1. Product: [ClH:35].[CH:25]1([C:22]2[CH:23]=[CH:24][C:19]([CH2:18][O:17][C:13]3[C:12]([CH3:34])=[C:11]4[C:16](=[CH:15][CH:14]=3)[NH:8][CH2:9][CH2:10]4)=[CH:20][C:21]=2[N:31]([CH3:32])[CH3:33])[CH2:26][CH2:27][CH2:28][CH2:29][CH2:30]1. The catalyst class is: 12. (6) Reactant: Cl[C:2]1[C:11]2[C:6](=[CH:7][C:8]([O:14][CH3:15])=[C:9]([O:12][CH3:13])[CH:10]=2)[N:5]=[CH:4][N:3]=1.[C:16]([C:20]1[Se:24][C:23]([C:25]([NH2:27])=[O:26])=[C:22]([OH:28])[CH:21]=1)([CH3:19])([CH3:18])[CH3:17].[OH-].[Na+].Cl. Product: [CH3:13][O:12][C:9]1[CH:10]=[C:11]2[C:6](=[CH:7][C:8]=1[O:14][CH3:15])[N:5]=[CH:4][N:3]=[C:2]2[O:28][C:22]1[CH:21]=[C:20]([C:16]([CH3:19])([CH3:17])[CH3:18])[Se:24][C:23]=1[C:25]([NH2:27])=[O:26]. The catalyst class is: 18. (7) Reactant: [Cl:1][C:2]1[CH:27]=[CH:26][C:5]([CH2:6][N:7]2[C:15](=[O:16])[C:14]3[N:13]([CH3:17])[C:12]([CH2:18][CH3:19])=[N:11][C:10]=3[N:9]([CH2:20][C:21]([O:23]C)=[O:22])[C:8]2=[O:25])=[CH:4][CH:3]=1.[OH-].[Na+]. Product: [Cl:1][C:2]1[CH:3]=[CH:4][C:5]([CH2:6][N:7]2[C:15](=[O:16])[C:14]3[N:13]([CH3:17])[C:12]([CH2:18][CH3:19])=[N:11][C:10]=3[N:9]([CH2:20][C:21]([OH:23])=[O:22])[C:8]2=[O:25])=[CH:26][CH:27]=1. The catalyst class is: 8. (8) Reactant: [NH2:1][C:2]12[C:20](=[O:21])[C:19]3[C:14](=[C:15]([N+]([O-])=O)[CH:16]=[CH:17][CH:18]=3)[C:3]1([OH:25])[O:4][C:5]1[CH:10]=[C:9]([CH:11]([CH3:13])[CH3:12])[CH:8]=[CH:7][C:6]=12.[Br:26][CH2:27][C:28](=[O:32])[C:29](O)=[O:30].P(Cl)(Cl)(Cl)=O. Product: [Br:26][CH2:27][C:28](=[O:32])[C:29]([NH:1][C:2]12[C:20](=[O:21])[C:19]3[C:14](=[CH:15][CH:16]=[CH:17][CH:18]=3)[C:3]1([OH:25])[O:4][C:5]1[CH:10]=[C:9]([CH:11]([CH3:12])[CH3:13])[CH:8]=[CH:7][C:6]=12)=[O:30]. The catalyst class is: 1. (9) Reactant: [Cl:1][C:2]1[CH:11]=[CH:10][C:5]([C:6]([O:8][CH3:9])=[O:7])=[C:4](OS(C(F)(F)F)(=O)=O)[CH:3]=1.O1CCCC1.[CH3:25][NH:26][CH3:27].C(OCC)(=O)C. Product: [Cl:1][C:2]1[CH:11]=[CH:10][C:5]([C:6]([O:8][CH3:9])=[O:7])=[C:4]([N:26]([CH3:27])[CH3:25])[CH:3]=1. The catalyst class is: 6.